From a dataset of Full USPTO retrosynthesis dataset with 1.9M reactions from patents (1976-2016). Predict the reactants needed to synthesize the given product. (1) Given the product [O:32]=[C:23]1[N:22]([C:19]2[CH:20]=[CH:21][C:12]3[NH:11][CH2:17][CH2:16][CH2:15][CH2:14][C:13]=3[CH:18]=2)[CH2:26][CH:25]([CH2:27][NH:28][C:29](=[O:31])[CH3:30])[O:24]1, predict the reactants needed to synthesize it. The reactants are: C(OC([N:11]1[CH2:17][CH2:16][CH2:15][CH2:14][C:13]2[CH:18]=[C:19]([N:22]3[CH2:26][CH:25]([CH2:27][NH:28][C:29](=[O:31])[CH3:30])[O:24][C:23]3=[O:32])[CH:20]=[CH:21][C:12]1=2)=O)C1C=CC=CC=1. (2) Given the product [CH3:1][O:2][C:3](=[O:14])[CH2:4][CH2:5][C:6](=[O:7])[N:8]1[CH2:9][CH:10]2[CH:12]([N:11]2[S:35]([C:24]2[C:25]([CH:32]([CH3:33])[CH3:34])=[CH:26][C:27]([CH:29]([CH3:31])[CH3:30])=[CH:28][C:23]=2[CH:20]([CH3:22])[CH3:21])(=[O:37])=[O:36])[CH2:13]1, predict the reactants needed to synthesize it. The reactants are: [CH3:1][O:2][C:3](=[O:14])[CH2:4][CH2:5][C:6]([N:8]1[CH2:13][CH:12]2[CH:10]([NH:11]2)[CH2:9]1)=[O:7].C(=O)(O)[O-].[Na+].[CH:20]([C:23]1[CH:28]=[C:27]([CH:29]([CH3:31])[CH3:30])[CH:26]=[C:25]([CH:32]([CH3:34])[CH3:33])[C:24]=1[S:35](Cl)(=[O:37])=[O:36])([CH3:22])[CH3:21]. (3) Given the product [F:13][C:14]([F:25])([F:26])[C:15]1[CH:16]=[C:17]([C:18]2[NH:11][C:10]([NH2:12])=[N:9][N:8]=2)[CH:22]=[CH:23][CH:24]=1, predict the reactants needed to synthesize it. The reactants are: C[O-].[Na+].C(=O)(O)O.[NH2:8][NH:9][C:10]([NH2:12])=[NH:11].[F:13][C:14]([F:26])([F:25])[C:15]1[CH:16]=[C:17]([CH:22]=[CH:23][CH:24]=1)[C:18](OC)=O. (4) Given the product [N:1]1[CH:6]=[CH:5][CH:4]=[C:3]([C@@H:7]2[CH2:11][CH2:10][C@@H:9]([NH2:12])[CH2:8]2)[CH:2]=1, predict the reactants needed to synthesize it. The reactants are: [N:1]1[CH:6]=[CH:5][CH:4]=[C:3]([C@@H:7]2[CH2:11][CH2:10][C@@H:9]([N:12]3C(=O)C4=CC=CC=C4C3=O)[CH2:8]2)[CH:2]=1.